From a dataset of Peptide-MHC class II binding affinity with 134,281 pairs from IEDB. Regression. Given a peptide amino acid sequence and an MHC pseudo amino acid sequence, predict their binding affinity value. This is MHC class II binding data. The peptide sequence is EKKYFAATQFECLAA. The MHC is HLA-DPA10201-DPB10501 with pseudo-sequence HLA-DPA10201-DPB10501. The binding affinity (normalized) is 0.823.